This data is from Forward reaction prediction with 1.9M reactions from USPTO patents (1976-2016). The task is: Predict the product of the given reaction. The product is: [CH2:20]([O:19][C:17]([C:16]1[C:15](=[O:31])[C:29]2[C:24](=[C:25]([I:30])[CH:26]=[CH:27][CH:28]=2)[NH:23][CH:22]=1)=[O:18])[CH3:21]. Given the reactants C1(C)C=CC(S(O)(=O)=O)=CC=1.C(O[C:15](=[O:31])[C:16](=[CH:22][NH:23][C:24]1[CH:29]=[CH:28][CH:27]=[CH:26][C:25]=1[I:30])[C:17]([O:19][CH2:20][CH3:21])=[O:18])C, predict the reaction product.